From a dataset of Forward reaction prediction with 1.9M reactions from USPTO patents (1976-2016). Predict the product of the given reaction. (1) The product is: [CH:7]1([O:10][C:11]2[CH:12]=[C:13]([C:21]3[N:38]([CH2:39][O:40][CH2:41][CH2:42][Si:43]([CH3:46])([CH3:45])[CH3:44])[C:24]4[CH:25]=[N:26][N:27]([CH2:30][O:31][CH2:32][CH2:33][Si:34]([CH3:36])([CH3:37])[CH3:35])[C:28](=[O:29])[C:23]=4[C:22]=3[CH:47]=[CH:50][CH2:51][CH2:52][CH3:53])[CH:14]=[CH:15][C:16]=2[O:17][CH:18]([F:19])[F:20])[CH2:9][CH2:8]1. Given the reactants CC(C)([O-])C.[K+].[CH:7]1([O:10][C:11]2[CH:12]=[C:13]([C:21]3[N:38]([CH2:39][O:40][CH2:41][CH2:42][Si:43]([CH3:46])([CH3:45])[CH3:44])[C:24]4[CH:25]=[N:26][N:27]([CH2:30][O:31][CH2:32][CH2:33][Si:34]([CH3:37])([CH3:36])[CH3:35])[C:28](=[O:29])[C:23]=4[C:22]=3[CH:47]=O)[CH:14]=[CH:15][C:16]=2[O:17][CH:18]([F:20])[F:19])[CH2:9][CH2:8]1.O1[CH2:53][CH2:52][CH2:51][CH2:50]1, predict the reaction product. (2) Given the reactants I[C:2]1[CH:7]=[CH:6][C:5]([NH:8][C:9]([N:11]2[C:15]3[N:16]=[C:17]([N:45]4[CH2:50][CH2:49][O:48][CH2:47][CH2:46]4)[N:18]=[C:19]([C:20]4[CH:21]=[N:22][C:23]([N:26](CC5C=CC(OC)=CC=5)CC5C=CC(OC)=CC=5)=[N:24][CH:25]=4)[C:14]=3[CH2:13][CH2:12]2)=[O:10])=[CH:4][CH:3]=1.CC1(C)C(C)(C)OB([C:59]2[CH:64]=[CH:63][N:62]=[CH:61][CH:60]=2)O1, predict the reaction product. The product is: [N:62]1[CH:63]=[CH:64][C:59]([C:2]2[CH:3]=[CH:4][C:5]([NH:8][C:9]([N:11]3[C:15]4[N:16]=[C:17]([N:45]5[CH2:46][CH2:47][O:48][CH2:49][CH2:50]5)[N:18]=[C:19]([C:20]5[CH:25]=[N:24][C:23]([NH2:26])=[N:22][CH:21]=5)[C:14]=4[CH2:13][CH2:12]3)=[O:10])=[CH:6][CH:7]=2)=[CH:60][CH:61]=1. (3) Given the reactants [CH3:1][C@H:2]1[CH2:7][O:6][CH2:5][CH2:4][NH:3]1.[CH3:8][O:9][C:10]1[CH:51]=[CH:50][C:13]([CH2:14][N:15]([CH2:41][C:42]2[CH:47]=[CH:46][C:45]([O:48][CH3:49])=[CH:44][CH:43]=2)[C:16]2[N:21]=[C:20]([CH3:22])[N:19]=[C:18]([C:23]3[C:24]([NH:31][C:32]4[CH:33]=[N:34][C:35]([O:39][CH3:40])=[C:36]([F:38])[CH:37]=4)=[N:25][CH:26]=[C:27]([CH:30]=3)[CH:28]=O)[N:17]=2)=[CH:12][CH:11]=1.C([BH3-])#N.[Na+], predict the reaction product. The product is: [F:38][C:36]1[CH:37]=[C:32]([NH:31][C:24]2[C:23]([C:18]3[N:19]=[C:20]([CH3:22])[N:21]=[C:16]([N:15]([CH2:41][C:42]4[CH:43]=[CH:44][C:45]([O:48][CH3:49])=[CH:46][CH:47]=4)[CH2:14][C:13]4[CH:12]=[CH:11][C:10]([O:9][CH3:8])=[CH:51][CH:50]=4)[N:17]=3)=[CH:30][C:27]([CH2:28][N:3]3[CH2:4][CH2:5][O:6][CH2:7][C@@H:2]3[CH3:1])=[CH:26][N:25]=2)[CH:33]=[N:34][C:35]=1[O:39][CH3:40]. (4) Given the reactants [C:1]([C:3]1[CH:4]=[CH:5][C:6]([F:12])=[C:7](B(O)O)[CH:8]=1)#[N:2].Cl[C:14]1[CH:19]=[N:18][C:17]([C:20]([F:23])([F:22])[F:21])=[CH:16][N:15]=1.C(=O)([O-])[O-].[K+].[K+], predict the reaction product. The product is: [F:12][C:6]1[CH:5]=[CH:4][C:3]([C:1]#[N:2])=[CH:8][C:7]=1[C:14]1[CH:19]=[N:18][C:17]([C:20]([F:23])([F:22])[F:21])=[CH:16][N:15]=1.